Dataset: Forward reaction prediction with 1.9M reactions from USPTO patents (1976-2016). Task: Predict the product of the given reaction. (1) Given the reactants [CH2:1]([N:8]1[C:17]2[CH2:16][CH2:15][NH:14][CH2:13][CH2:12][C:11]=2[C:10]([C:18]2[CH:23]=[CH:22][C:21]([Cl:24])=[CH:20][CH:19]=2)=[N:9]1)[C:2]1[CH:7]=[CH:6][CH:5]=[CH:4][CH:3]=1.[CH3:25][O:26][C:27]1[CH:28]=[C:29]([CH:32]=[CH:33][C:34]=1[O:35][CH3:36])[CH:30]=O, predict the reaction product. The product is: [CH2:1]([N:8]1[C:17]2[CH2:16][CH2:15][N:14]([CH2:30][C:29]3[CH:32]=[CH:33][C:34]([O:35][CH3:36])=[C:27]([O:26][CH3:25])[CH:28]=3)[CH2:13][CH2:12][C:11]=2[C:10]([C:18]2[CH:23]=[CH:22][C:21]([Cl:24])=[CH:20][CH:19]=2)=[N:9]1)[C:2]1[CH:7]=[CH:6][CH:5]=[CH:4][CH:3]=1. (2) The product is: [Cl:15][C:16]1[C:21]([C:22]([NH:14][C:9]2[CH:10]=[CH:11][CH:12]=[C:13]3[C:8]=2[N:7]=[CH:6][CH:5]=[C:4]3[O:3][CH2:1][CH3:2])=[O:23])=[C:20]([F:25])[C:19]([CH2:26][NH:27][C:28](=[O:33])[C:29]([CH3:31])([CH3:30])[CH3:32])=[CH:18][CH:17]=1. Given the reactants [CH2:1]([O:3][C:4]1[C:13]2[C:8](=[C:9]([NH2:14])[CH:10]=[CH:11][CH:12]=2)[N:7]=[CH:6][CH:5]=1)[CH3:2].[Cl:15][C:16]1[C:21]([C:22](O)=[O:23])=[C:20]([F:25])[C:19]([CH2:26][NH:27][C:28](=[O:33])[C:29]([CH3:32])([CH3:31])[CH3:30])=[CH:18][CH:17]=1.C(Cl)(=O)C(Cl)=O.CCN(C(C)C)C(C)C, predict the reaction product. (3) Given the reactants [NH2:1][CH2:2][C:3]([OH:5])=[O:4].[OH-].[Na+].[C:8](O[C:8]([O:10][C:11]([CH3:14])([CH3:13])[CH3:12])=[O:9])([O:10][C:11]([CH3:14])([CH3:13])[CH3:12])=[O:9], predict the reaction product. The product is: [C:11]([O:10][C:8]([NH:1][CH2:2][C:3]([OH:5])=[O:4])=[O:9])([CH3:14])([CH3:13])[CH3:12]. (4) Given the reactants [F:1][C:2]1(C#N)[CH2:7][CH2:6][CH2:5][NH:4][CH2:3]1.C(O)(C(F)(F)F)=O.[C:17](=[O:20])([O-])[O-:18].[Cs+].[Cs+].[O:23]1[CH2:25][CH:24]1[C:26]1[CH:31]=[CH:30][C:29]([C:32]2[N:36]=[C:35]([C:37]3[O:41][N:40]=[C:39]([C:42]4[CH:47]=[CH:46][CH:45]=[CH:44][CH:43]=4)[C:38]=3[C:48]([F:51])([F:50])[F:49])[O:34][N:33]=2)=[CH:28][CH:27]=1, predict the reaction product. The product is: [F:1][C:2]1([C:17]([OH:18])=[O:20])[CH2:7][CH2:6][CH2:5][N:4]([CH2:25][CH:24]([OH:23])[C:26]2[CH:31]=[CH:30][C:29]([C:32]3[N:36]=[C:35]([C:37]4[O:41][N:40]=[C:39]([C:42]5[CH:47]=[CH:46][CH:45]=[CH:44][CH:43]=5)[C:38]=4[C:48]([F:51])([F:50])[F:49])[O:34][N:33]=3)=[CH:28][CH:27]=2)[CH2:3]1.